From a dataset of Full USPTO retrosynthesis dataset with 1.9M reactions from patents (1976-2016). Predict the reactants needed to synthesize the given product. (1) Given the product [CH3:28][O:18][C:10]1[N:11]([C:12]2[CH:17]=[CH:16][CH:15]=[CH:14][CH:13]=2)[C:7]([CH2:6][CH2:5][CH2:4][CH2:3][O:2][CH3:1])=[C:8]([C:19]([O:21][CH3:22])=[O:20])[N:9]=1, predict the reactants needed to synthesize it. The reactants are: [CH3:1][O:2][CH2:3][CH2:4][CH2:5][CH2:6][C:7]1[N:11]([C:12]2[CH:17]=[CH:16][CH:15]=[CH:14][CH:13]=2)[C:10](=[O:18])[NH:9][C:8]=1[C:19]([O:21][CH3:22])=[O:20].F[B-](F)(F)F.[CH3:28][O+](C)C.C(=O)([O-])O.[Na+]. (2) Given the product [OH:22][C:18]1([C:4]2[CH:9]=[CH:8][CH:7]=[CH:6][C:5]=2[NH:10][CH:11]=[O:12])[CH2:21][CH2:20][CH2:19]1, predict the reactants needed to synthesize it. The reactants are: [H-].[Na+].I[C:4]1[CH:9]=[CH:8][CH:7]=[CH:6][C:5]=1[NH:10][CH:11]=[O:12].C([Li])CCC.[C:18]1(=[O:22])[CH2:21][CH2:20][CH2:19]1. (3) Given the product [C:35]([C:32]1[CH:33]=[CH:34][C:29]([CH2:28][CH:15](/[CH:14]=[CH:13]/[C:8]2[CH:9]=[CH:10][CH:11]=[CH:12][C:7]=2[O:6][CH2:5][CH2:4][CH2:3][CH2:2][O:45][C:42]2[CH:43]=[CH:44][C:39]([C:38]([F:37])([F:46])[F:47])=[CH:40][CH:41]=2)[CH2:16][CH2:17][C:18]2[CH:27]=[CH:26][C:21]([C:22]([O:24][CH3:25])=[O:23])=[CH:20][CH:19]=2)=[CH:30][CH:31]=1)#[N:36], predict the reactants needed to synthesize it. The reactants are: Br[CH2:2][CH2:3][CH2:4][CH2:5][O:6][C:7]1[CH:12]=[CH:11][CH:10]=[CH:9][C:8]=1/[CH:13]=[CH:14]/[CH:15]([CH2:28][C:29]1[CH:34]=[CH:33][C:32]([C:35]#[N:36])=[CH:31][CH:30]=1)[CH2:16][CH2:17][C:18]1[CH:27]=[CH:26][C:21]([C:22]([O:24][CH3:25])=[O:23])=[CH:20][CH:19]=1.[F:37][C:38]([F:47])([F:46])[C:39]1[CH:44]=[CH:43][C:42]([OH:45])=[CH:41][CH:40]=1.C(=O)([O-])[O-].[K+].[K+]. (4) Given the product [C:23]([O:27][C:28]([N:30]1[CH2:35][C@H:34]2[C@H:32]([CH2:33]2)[C@H:31]1[CH:36]=[O:37])=[O:29])([CH3:26])([CH3:25])[CH3:24], predict the reactants needed to synthesize it. The reactants are: CC(OI1(OC(C)=O)(OC(C)=O)OC(=O)C2C=CC=CC1=2)=O.[C:23]([O:27][C:28]([N:30]1[CH2:35][C@H:34]2[C@H:32]([CH2:33]2)[C@H:31]1[CH2:36][OH:37])=[O:29])([CH3:26])([CH3:25])[CH3:24].C([O-])(O)=O.[Na+]. (5) The reactants are: O.O.O.O.O.O.O.O.O.[C:10]([O-:22])(=[O:21])[CH2:11][C:12]([CH2:17][C:18]([O-:20])=[O:19])([C:14]([O-:16])=[O:15])[OH:13].[Mg+2:23].[Mg+2].[Mg+2].[C:26]([O-:38])(=[O:37])[CH2:27][C:28]([CH2:33][C:34]([O-:36])=[O:35])([C:30]([O-:32])=[O:31])[OH:29].[Mg]. Given the product [C:10]([O-:22])(=[O:21])[CH2:11][C:12]([CH2:17][C:18]([O-:20])=[O:19])([C:14]([O-:16])=[O:15])[OH:13].[Mg+2:23].[Mg+2:23].[Mg+2:23].[C:26]([O-:38])(=[O:37])[CH2:27][C:28]([CH2:33][C:34]([O-:36])=[O:35])([C:30]([O-:32])=[O:31])[OH:29], predict the reactants needed to synthesize it.